This data is from Full USPTO retrosynthesis dataset with 1.9M reactions from patents (1976-2016). The task is: Predict the reactants needed to synthesize the given product. (1) Given the product [ClH:26].[ClH:26].[NH2:4][CH2:3][C@H:2]([NH:1][S:23]([C:19]1[CH:18]=[C:17]2[C:22](=[CH:21][CH:20]=1)[CH:13]=[N:14][CH:15]=[CH:16]2)(=[O:25])=[O:24])[CH3:12], predict the reactants needed to synthesize it. The reactants are: [NH2:1][C@H:2]([CH3:12])[CH2:3][NH:4]C(=O)OC(C)(C)C.[CH:13]1[C:22]2[C:17](=[CH:18][C:19]([S:23]([Cl:26])(=[O:25])=[O:24])=[CH:20][CH:21]=2)[CH:16]=[CH:15][N:14]=1.C(N(CC)CC)C. (2) Given the product [CH2:32]([O:31][C:22]1([O:31][CH2:32][CH2:33][CH2:34][CH2:35][CH2:36][CH2:37][CH2:38][CH2:39][CH2:40][CH2:41][CH2:42][CH2:43][CH2:44][CH2:45][CH2:46][CH2:47][CH2:48][CH3:49])[CH:21]=[CH:20][CH:25]=[C:24]([CH2:26][CH2:27][SH:28])[CH2:23]1)[CH2:33][CH2:34][CH2:35][CH2:36][CH2:37][CH2:38][CH2:39][CH2:40][CH2:41][CH2:42][CH2:43][CH2:44][CH2:45][CH2:46][CH2:47][CH2:48][CH3:49], predict the reactants needed to synthesize it. The reactants are: C(O[C:20]1[CH:25]=[C:24]([CH2:26][CH2:27][S:28]C#N)[CH:23]=[C:22]([O:31][CH2:32][CH2:33][CH2:34][CH2:35][CH2:36][CH2:37][CH2:38][CH2:39][CH2:40][CH2:41][CH2:42][CH2:43][CH2:44][CH2:45][CH2:46][CH2:47][CH2:48][CH3:49])[CH:21]=1)CCCCCCCCCCCCCCCCC.[H-].[H-].[H-].[H-].[Li+].[Al+3].